Task: Regression. Given two drug SMILES strings and cell line genomic features, predict the synergy score measuring deviation from expected non-interaction effect.. Dataset: NCI-60 drug combinations with 297,098 pairs across 59 cell lines (1) Drug 1: C1CC(=O)NC(=O)C1N2CC3=C(C2=O)C=CC=C3N. Drug 2: C(CC(=O)O)C(=O)CN.Cl. Cell line: SK-MEL-28. Synergy scores: CSS=10.8, Synergy_ZIP=-4.66, Synergy_Bliss=-4.46, Synergy_Loewe=-2.88, Synergy_HSA=-3.29. (2) Drug 1: CCCS(=O)(=O)NC1=C(C(=C(C=C1)F)C(=O)C2=CNC3=C2C=C(C=N3)C4=CC=C(C=C4)Cl)F. Drug 2: CC1C(C(=O)NC(C(=O)N2CCCC2C(=O)N(CC(=O)N(C(C(=O)O1)C(C)C)C)C)C(C)C)NC(=O)C3=C4C(=C(C=C3)C)OC5=C(C(=O)C(=C(C5=N4)C(=O)NC6C(OC(=O)C(N(C(=O)CN(C(=O)C7CCCN7C(=O)C(NC6=O)C(C)C)C)C)C(C)C)C)N)C. Cell line: HCC-2998. Synergy scores: CSS=15.7, Synergy_ZIP=32.5, Synergy_Bliss=30.2, Synergy_Loewe=18.0, Synergy_HSA=18.6. (3) Drug 1: C1=CN(C(=O)N=C1N)C2C(C(C(O2)CO)O)O.Cl. Drug 2: C1=NC2=C(N1)C(=S)N=CN2. Cell line: HS 578T. Synergy scores: CSS=36.7, Synergy_ZIP=-12.5, Synergy_Bliss=-3.73, Synergy_Loewe=-1.23, Synergy_HSA=0.643.